This data is from Catalyst prediction with 721,799 reactions and 888 catalyst types from USPTO. The task is: Predict which catalyst facilitates the given reaction. (1) Reactant: [NH2:1][C:2]1[S:3][C:4]2[CH:10]=[C:9]([S:11][C:12]#[N:13])[CH:8]=[CH:7][C:5]=2[N:6]=1.[CH3:14][O:15][CH2:16][CH2:17][C:18](Cl)=[O:19]. Product: [CH3:14][O:15][CH2:16][CH2:17][C:18]([NH:1][C:2]1[S:3][C:4]2[CH:10]=[C:9]([S:11][C:12]#[N:13])[CH:8]=[CH:7][C:5]=2[N:6]=1)=[O:19]. The catalyst class is: 529. (2) Reactant: [CH3:1][N:2]1[C:7]2[S:8][C:9]([C:17]3[CH:22]=[CH:21][CH:20]=[C:19]([O:23][C:24]([F:27])([F:26])[F:25])[CH:18]=3)=[C:10]([C:11](=[O:16])[CH2:12][CH:13]([CH3:15])[CH3:14])[C:6]=2[C:5](=[O:28])[N:4]([CH2:29][CH2:30][CH2:31][O:32]C2CCCCO2)[C:3]1=[O:39]. Product: [OH:32][CH2:31][CH2:30][CH2:29][N:4]1[C:5](=[O:28])[C:6]2[C:10]([C:11](=[O:16])[CH2:12][CH:13]([CH3:15])[CH3:14])=[C:9]([C:17]3[CH:22]=[CH:21][CH:20]=[C:19]([O:23][C:24]([F:26])([F:25])[F:27])[CH:18]=3)[S:8][C:7]=2[N:2]([CH3:1])[C:3]1=[O:39]. The catalyst class is: 209. (3) Product: [CH3:9][O:10][CH2:11][O:12][C:13]1[CH:18]=[CH:17][C:16]([C:19]#[C:20][C:7]2[C:3]([CH:1]=[O:2])=[CH:4][S:5][CH:6]=2)=[CH:15][CH:14]=1. Reactant: [CH:1]([C:3]1[C:7](Br)=[CH:6][S:5][CH:4]=1)=[O:2].[CH3:9][O:10][CH2:11][O:12][C:13]1[CH:18]=[CH:17][C:16]([C:19]#[CH:20])=[CH:15][CH:14]=1. The catalyst class is: 338. (4) Reactant: [F:1][C:2]1[CH:7]=[CH:6][C:5]([C:8]#[C:9][C:10]2[CH:17]=[CH:16][C:13]([CH:14]=[O:15])=[CH:12][CH:11]=2)=[CH:4][CH:3]=1.S([O-])(O[O-])(=O)=[O:19].[K+].[K+]. Product: [F:1][C:2]1[CH:3]=[CH:4][C:5]([C:8]#[C:9][C:10]2[CH:11]=[CH:12][C:13]([C:14]([OH:19])=[O:15])=[CH:16][CH:17]=2)=[CH:6][CH:7]=1. The catalyst class is: 18. (5) Reactant: [Cl:1][C:2]1[CH:7]=[CH:6][C:5]([CH2:8]O)=[CH:4][C:3]=1[C:10]1[N:15]=[C:14]([O:16][CH3:17])[N:13]=[C:12]([C:18]2[CH:23]=[CH:22][CH:21]=[CH:20][CH:19]=2)[N:11]=1.C1(P(C2C=CC=CC=2)C2C=CC=CC=2)C=CC=CC=1.C(Br)(Br)(Br)[Br:44]. Product: [Br:44][CH2:8][C:5]1[CH:6]=[CH:7][C:2]([Cl:1])=[C:3]([C:10]2[N:15]=[C:14]([O:16][CH3:17])[N:13]=[C:12]([C:18]3[CH:23]=[CH:22][CH:21]=[CH:20][CH:19]=3)[N:11]=2)[CH:4]=1. The catalyst class is: 22.